This data is from Catalyst prediction with 721,799 reactions and 888 catalyst types from USPTO. The task is: Predict which catalyst facilitates the given reaction. Reactant: [Br:1][C:2]1[CH:7]=[CH:6][C:5]([OH:8])=[CH:4][C:3]=1[F:9].[N+:10]([O-])([OH:12])=[O:11].O. Product: [Br:1][C:2]1[C:3]([F:9])=[CH:4][C:5]([OH:8])=[C:6]([N+:10]([O-:12])=[O:11])[CH:7]=1. The catalyst class is: 2.